From a dataset of Catalyst prediction with 721,799 reactions and 888 catalyst types from USPTO. Predict which catalyst facilitates the given reaction. Reactant: [NH2:1][C:2](=[N:30]O)[CH:3]1[CH2:8][CH2:7][N:6]([C:9]2[CH:18]=[CH:17][C:16]3[C:11](=[CH:12][CH:13]=[C:14]([Cl:29])[C:15]=3[NH:19][C:20](=[O:28])[CH2:21][CH:22]3[CH2:27][CH2:26][CH2:25][CH2:24][CH2:23]3)[N:10]=2)[CH2:5][CH2:4]1.[C:32](N1C=CN=C1)(N1C=CN=C1)=[S:33].[O:44]1CCCC1. Product: [Cl:29][C:14]1[C:15]([NH:19][C:20](=[O:28])[CH2:21][CH:22]2[CH2:27][CH2:26][CH2:25][CH2:24][CH2:23]2)=[C:16]2[C:11](=[CH:12][CH:13]=1)[N:10]=[C:9]([N:6]1[CH2:7][CH2:8][CH:3]([C:2]3[NH:1][C:32](=[O:44])[S:33][N:30]=3)[CH2:4][CH2:5]1)[CH:18]=[CH:17]2. The catalyst class is: 147.